From a dataset of Kir2.1 potassium channel HTS with 301,493 compounds. Binary Classification. Given a drug SMILES string, predict its activity (active/inactive) in a high-throughput screening assay against a specified biological target. (1) The compound is S=C(N\N=C1\c2c(N(Cc3ccc(cc3)C)C1=O)cccc2)Nc1c(F)cccc1. The result is 0 (inactive). (2) The molecule is O1C2(OCC1)CCN(CC2)c1nn2c(nnc2CCC(=O)Nc2ccc(cc2)C(=O)C)cc1. The result is 0 (inactive). (3) The compound is Clc1cc(NC(=O)CN(C(=O)c2cc3nc4n(CCC4)c(=O)c3cc2)CC)c(cc1)C. The result is 0 (inactive). (4) The drug is s1c(C(N2CCN(CC2)C(c2ccccc2)c2ccccc2)c2occc2)c(O)n2ncnc12. The result is 0 (inactive). (5) The compound is Fc1cc(NC2CCCN(C2)C(=O)c2cc(ccc2)C#C)ccc1. The result is 1 (active). (6) The compound is S(=O)(=O)(N1CCCC1)c1cc2oc(=O)n(c2cc1)CC(=O)NCc1c(OC)cccc1. The result is 0 (inactive). (7) The drug is O(CCNC(=O)c1cc(OC)c(OC)c(OC)c1)C(=O)c1cc(N(C)C)ccc1. The result is 0 (inactive).